From a dataset of CYP2C19 inhibition data for predicting drug metabolism from PubChem BioAssay. Regression/Classification. Given a drug SMILES string, predict its absorption, distribution, metabolism, or excretion properties. Task type varies by dataset: regression for continuous measurements (e.g., permeability, clearance, half-life) or binary classification for categorical outcomes (e.g., BBB penetration, CYP inhibition). Dataset: cyp2c19_veith. (1) The molecule is O=c1c2cc(Br)ccc2[nH]c(=S)n1Cc1cccnc1. The result is 1 (inhibitor). (2) The molecule is Cc1ccc(S(=O)(=O)Oc2cc(S(=O)(=O)O)cc3cc(S(=O)(=O)O)cc(N)c23)cc1. The result is 0 (non-inhibitor). (3) The drug is C=CCSc1nnc(NC(=O)COc2ccc3ccccc3c2)s1. The result is 1 (inhibitor). (4) The molecule is O=C(CCN1C(=O)c2ccccc2C1=O)Oc1ccc2ccccc2c1. The result is 0 (non-inhibitor). (5) The result is 0 (non-inhibitor). The compound is CCn1c(O)c(/C=N/N=C2CCCC2)c2ccc(C3=NNC(=O)CC3)cc21.